Dataset: Catalyst prediction with 721,799 reactions and 888 catalyst types from USPTO. Task: Predict which catalyst facilitates the given reaction. (1) Product: [CH2:15]([O:22][C:23](=[O:33])[NH:24][CH2:25][C@H:26]1[CH2:31][CH2:30][C@@H:29]([NH:32][C:2]2[CH:11]=[C:10]([N:12]([CH3:14])[CH3:13])[C:9]3[C:4](=[CH:5][CH:6]=[CH:7][CH:8]=3)[N:3]=2)[CH2:28][CH2:27]1)[C:16]1[CH:17]=[CH:18][CH:19]=[CH:20][CH:21]=1. The catalyst class is: 51. Reactant: Cl[C:2]1[CH:11]=[C:10]([N:12]([CH3:14])[CH3:13])[C:9]2[C:4](=[CH:5][CH:6]=[CH:7][CH:8]=2)[N:3]=1.[CH2:15]([O:22][C:23](=[O:33])[NH:24][CH2:25][C@H:26]1[CH2:31][CH2:30][C@@H:29]([NH2:32])[CH2:28][CH2:27]1)[C:16]1[CH:21]=[CH:20][CH:19]=[CH:18][CH:17]=1.C([O-])(O)=O.[Na+]. (2) Product: [CH:27]1([N:5]2[C:6]3[C:11](=[CH:10][CH:9]=[C:8]([C:12]4[N:16]([C:17]5[CH:22]=[CH:21][C:20]([S:23]([CH3:26])(=[O:25])=[O:24])=[CH:19][CH:18]=5)[N:15]=[CH:14][CH:13]=4)[CH:7]=3)[C:3]([CH2:1][CH3:2])=[N:4]2)[CH2:29][CH2:28]1. The catalyst class is: 7. Reactant: [CH2:1]([C:3]1[C:11]2[C:6](=[CH:7][C:8]([C:12]3[N:16]([C:17]4[CH:22]=[CH:21][C:20]([S:23]([CH3:26])(=[O:25])=[O:24])=[CH:19][CH:18]=4)[N:15]=[CH:14][CH:13]=3)=[CH:9][CH:10]=2)[NH:5][N:4]=1)[CH3:2].[CH:27]1(B(O)O)[CH2:29][CH2:28]1.C(N(CC)CC)C.N1C=CC=CC=1. (3) Reactant: C([N:8]1[CH2:13][CH:12]=[C:11]([C:14]2[CH:19]=[CH:18][C:17]([C:20]3[C:24]4[C:25]([O:29][CH3:30])=[N:26][CH:27]=[CH:28][C:23]=4[N:22]([C:31]4[C:36]([F:37])=[CH:35][CH:34]=[CH:33][C:32]=4[F:38])[N:21]=3)=[CH:16][CH:15]=2)[CH2:10][CH2:9]1)C1C=CC=CC=1. Product: [F:37][C:36]1[CH:35]=[CH:34][CH:33]=[C:32]([F:38])[C:31]=1[N:22]1[C:23]2[CH:28]=[CH:27][N:26]=[C:25]([O:29][CH3:30])[C:24]=2[C:20]([C:17]2[CH:18]=[CH:19][C:14]([CH:11]3[CH2:12][CH2:13][NH:8][CH2:9][CH2:10]3)=[CH:15][CH:16]=2)=[N:21]1. The catalyst class is: 129. (4) The catalyst class is: 5. Product: [Br:1][C:2]1[C:3](=[O:11])[C:4]2[C:9]([CH:10]=1)=[CH:8][CH:7]=[C:6]([OH:13])[CH:5]=2. Reactant: [Br:1][C:2]1[C:3](=[O:11])[C:4]2[C:9]([CH:10]=1)=[CH:8][CH:7]=[CH:6][CH:5]=2.C([O-])([O-])=[O:13].[K+].[K+]. (5) Reactant: [Br:1][C:2]1[CH:3]=[C:4]([O:11][CH3:12])[C:5]([OH:10])=[C:6]([CH:9]=1)[CH:7]=[O:8].C(=O)([O-])[O-].[K+].[K+].Cl[CH2:20][O:21][CH2:22][CH2:23][Si:24]([CH3:27])([CH3:26])[CH3:25]. Product: [Br:1][C:2]1[CH:3]=[C:4]([O:11][CH3:12])[C:5]([O:10][CH2:20][O:21][CH2:22][CH2:23][Si:24]([CH3:27])([CH3:26])[CH3:25])=[C:6]([CH:9]=1)[CH:7]=[O:8]. The catalyst class is: 3. (6) Reactant: [F:1][C:2]([F:14])([F:13])[C:3]1[CH:8]=[CH:7][C:6]([CH2:9][C:10]([OH:12])=O)=[CH:5][CH:4]=1.C(N1C=CN=C1)(N1C=CN=C1)=O.Cl.[NH2:28][CH2:29][C:30]1[CH:39]=[CH:38][CH:37]=[C:36]2[C:31]=1[C:32](=[O:49])[N:33]([CH:41]1[CH2:46][CH2:45][C:44](=[O:47])[NH:43][C:42]1=[O:48])[C:34]([CH3:40])=[N:35]2. Product: [O:48]=[C:42]1[CH:41]([N:33]2[C:32](=[O:49])[C:31]3[C:36](=[CH:37][CH:38]=[CH:39][C:30]=3[CH2:29][NH:28][C:10](=[O:12])[CH2:9][C:6]3[CH:5]=[CH:4][C:3]([C:2]([F:1])([F:14])[F:13])=[CH:8][CH:7]=3)[N:35]=[C:34]2[CH3:40])[CH2:46][CH2:45][C:44](=[O:47])[NH:43]1. The catalyst class is: 3.